Task: Predict the reactants needed to synthesize the given product.. Dataset: Full USPTO retrosynthesis dataset with 1.9M reactions from patents (1976-2016) (1) The reactants are: [Cl:1][C:2]1[CH:3]=[C:4]2[C:10]([C:11]3[N:16]=[C:15]([NH:17][CH:18]4[CH2:23][CH2:22][CH2:21][C:20](=[O:24])[CH2:19]4)[C:14]([F:25])=[CH:13][N:12]=3)=[CH:9][N:8]([S:26]([C:29]3[CH:34]=[CH:33][C:32](C)=[CH:31][CH:30]=3)(=[O:28])=[O:27])[C:5]2=[N:6][CH:7]=1.[CH3:36][Mg]Br. Given the product [Cl:1][C:2]1[CH:3]=[C:4]2[C:10]([C:11]3[N:16]=[C:15]([NH:17][CH:18]4[CH2:23][CH2:22][CH2:21][C:20]([CH3:36])([OH:24])[CH2:19]4)[C:14]([F:25])=[CH:13][N:12]=3)=[CH:9][N:8]([S:26]([C:29]3[CH:34]=[CH:33][CH:32]=[CH:31][CH:30]=3)(=[O:28])=[O:27])[C:5]2=[N:6][CH:7]=1, predict the reactants needed to synthesize it. (2) Given the product [OH:20][C:4]1[N:3]=[CH:2][NH:7][C:6]2=[C:8]([C@@H:11]3[NH:19][C@H:16]([CH2:17][OH:18])[C@@H:14]([OH:15])[C@H:12]3[OH:13])[CH:9]=[N:10][C:5]=12, predict the reactants needed to synthesize it. The reactants are: O[C:2]1[NH:7][C:6]2=[C:8]([C@@H:11]3[NH:19][C@H:16]([CH2:17][OH:18])[C@@H:14]([OH:15])[C@H:12]3[OH:13])[CH:9]=[N:10][C:5]2=[C:4]([OH:20])[N:3]=1. (3) Given the product [Cl:1][C:2]1[C:7]([C:8]2[N:40]=[C:39]([N:33]3[CH2:38][CH2:37][O:36][CH2:35][CH2:34]3)[S:41][C:9]=2[C:10]2[CH:15]=[CH:14][N:13]=[C:12]([Cl:16])[N:11]=2)=[CH:6][CH:5]=[CH:4][C:3]=1[NH:18][C:19](=[O:24])[O:20][CH2:21][CH:22]=[CH2:23], predict the reactants needed to synthesize it. The reactants are: [Cl:1][C:2]1[C:7]([C:8](=O)[CH2:9][C:10]2[CH:15]=[CH:14][N:13]=[C:12]([Cl:16])[N:11]=2)=[CH:6][CH:5]=[CH:4][C:3]=1[NH:18][C:19](=[O:24])[O:20][CH2:21][CH:22]=[CH2:23].C1C(=O)N(Br)C(=O)C1.[N:33]1([C:39](=[S:41])[NH2:40])[CH2:38][CH2:37][O:36][CH2:35][CH2:34]1.